From a dataset of Reaction yield outcomes from USPTO patents with 853,638 reactions. Predict the reaction yield, written as a fraction of the theoretical maximum amount of product (1.0 means a 100% yield; for example, 0.34 means a 34% yield). (1) The reactants are Br[C:2]1[CH:3]=[C:4]2[C:28](=[CH:29][CH:30]=1)[C:8]1[NH:9][C:10]([C@@H:12]3[CH2:16][CH2:15][CH2:14][N:13]3[C:17](=[O:27])[C@@H:18]([NH:22][C:23](=[O:26])[O:24][CH3:25])[CH:19]([CH3:21])[CH3:20])=[N:11][C:7]=1[CH:6]=[CH:5]2.[B:31]1([B:31]2[O:35][C:34]([CH3:37])([CH3:36])[C:33]([CH3:39])([CH3:38])[O:32]2)[O:35][C:34]([CH3:37])([CH3:36])[C:33]([CH3:39])([CH3:38])[O:32]1.CC([O-])=O.[K+]. The catalyst is O1CCOCC1.C1C=CC(P(C2C=CC=CC=2)[C-]2C=CC=C2)=CC=1.C1C=CC(P(C2C=CC=CC=2)[C-]2C=CC=C2)=CC=1.Cl[Pd]Cl.[Fe+2]. The product is [CH3:21][CH:19]([CH3:20])[C@H:18]([NH:22][C:23](=[O:26])[O:24][CH3:25])[C:17](=[O:27])[N:13]1[CH2:14][CH2:15][CH2:16][C@H:12]1[C:10]1[NH:9][C:8]2[C:28]3[C:4]([CH:5]=[CH:6][C:7]=2[N:11]=1)=[CH:3][C:2]([B:31]1[O:35][C:34]([CH3:37])([CH3:36])[C:33]([CH3:39])([CH3:38])[O:32]1)=[CH:30][CH:29]=3. The yield is 0.760. (2) The catalyst is CO. The reactants are [N:1]1([C:6]2[CH:11]=[CH:10][C:9]([CH:12]([O:17][CH3:18])[C:13]([O:15]C)=[O:14])=[CH:8][CH:7]=2)[CH:5]=[CH:4][CH:3]=[N:2]1.[OH-].[K+]. The product is [N:1]1([C:6]2[CH:7]=[CH:8][C:9]([CH:12]([O:17][CH3:18])[C:13]([OH:15])=[O:14])=[CH:10][CH:11]=2)[CH:5]=[CH:4][CH:3]=[N:2]1. The yield is 0.950. (3) The reactants are [Cl:1][C:2]1[N:7]=[C:6]([Cl:8])[C:5]([CH3:9])=[C:4](Cl)[N:3]=1.Cl.[O:12]1[CH2:16][CH2:15][C@@H:14]([NH2:17])[CH2:13]1.CCN(CC)CC. The catalyst is CCO. The product is [Cl:1][C:2]1[N:3]=[C:4]([NH:17][C@@H:14]2[CH2:15][CH2:16][O:12][CH2:13]2)[C:5]([CH3:9])=[C:6]([Cl:8])[N:7]=1. The yield is 0.530.